Task: Predict the reaction yield, written as a fraction of the theoretical maximum amount of product (1.0 means a 100% yield; for example, 0.34 means a 34% yield).. Dataset: Reaction yield outcomes from USPTO patents with 853,638 reactions The reactants are [CH2:1]([O:8][C:9]1[CH:10]=[C:11]2[C:16](=[CH:17][CH:18]=1)[N:15]=[C:14]([C@:19]1([CH3:25])[CH2:23][O:22]C(=O)[NH:20]1)[N:13]=[CH:12]2)[CH2:2][CH2:3][CH2:4][CH2:5][CH2:6][CH3:7].C(O)C.[OH-].[Li+]. The catalyst is O. The product is [NH2:20][C@@:19]([C:14]1[N:13]=[CH:12][C:11]2[C:16](=[CH:17][CH:18]=[C:9]([O:8][CH2:1][CH2:2][CH2:3][CH2:4][CH2:5][CH2:6][CH3:7])[CH:10]=2)[N:15]=1)([CH3:25])[CH2:23][OH:22]. The yield is 0.570.